From a dataset of Full USPTO retrosynthesis dataset with 1.9M reactions from patents (1976-2016). Predict the reactants needed to synthesize the given product. (1) Given the product [Cl:21][C:22]1[CH:27]=[C:26]([Cl:28])[CH:25]=[CH:24][C:23]=1[O:18][C@H:13]([C@H:10]1[CH2:11][CH2:12][NH:8][CH2:9]1)[CH2:14][O:15][CH2:16][CH3:17], predict the reactants needed to synthesize it. The reactants are: C(OC([N:8]1[CH2:12][CH2:11][C@H:10]([C@@H:13]([OH:18])[CH2:14][O:15][CH2:16][CH3:17])[CH2:9]1)=O)(C)(C)C.[H-].[Na+].[Cl:21][C:22]1[CH:27]=[C:26]([Cl:28])[CH:25]=[CH:24][C:23]=1F.CCO. (2) Given the product [F:39][C:40]([F:45])([F:44])[C:41]([OH:43])=[O:42].[CH2:19]([N:18]([C:26]1[N:31]=[CH:30][C:29]([N:34]2[CH2:38][CH2:37][CH2:36][CH2:35]2)=[CH:28][N:27]=1)[CH2:17][CH2:16][C:14]1[N:15]=[C:11]([S:10][C:7]([CH3:8])([CH3:9])[C:6]([OH:5])=[O:33])[S:12][CH:13]=1)[CH2:20][CH2:21][CH2:22][CH2:23][CH2:24][CH3:25], predict the reactants needed to synthesize it. The reactants are: C([O:5][C:6](=[O:33])[C:7]([S:10][C:11]1[S:12][CH:13]=[C:14]([CH2:16][CH2:17][N:18]([C:26]2[N:31]=[CH:30][C:29](Br)=[CH:28][N:27]=2)[CH2:19][CH2:20][CH2:21][CH2:22][CH2:23][CH2:24][CH3:25])[N:15]=1)([CH3:9])[CH3:8])(C)(C)C.[NH:34]1[CH2:38][CH2:37][CH2:36][CH2:35]1.[F:39][C:40]([F:45])([F:44])[C:41]([OH:43])=[O:42]. (3) Given the product [CH3:18][C:11]1[NH:1][CH:7]=[CH:6][C:12]=1[C:13]([O:15][CH2:16][CH3:17])=[O:14], predict the reactants needed to synthesize it. The reactants are: [NH3:1].C(O[CH:6](Br)[CH2:7]Br)(=O)C.O=[C:11]([CH3:18])[CH2:12][C:13]([O:15][CH2:16][CH3:17])=[O:14]. (4) Given the product [CH:11]1([C:14]([C:15]2[C:16]([F:41])=[CH:17][C:18]([CH2:19][O:20][CH2:21][C@@H:22]3[CH2:24][C@@H:23]3[CH:25]3[CH2:26][CH2:27][N:28]([C:31]([O:33][C:34]([CH3:37])([CH3:36])[CH3:35])=[O:32])[CH2:29][CH2:30]3)=[CH:38][C:39]=2[F:40])=[O:42])[CH2:13][CH2:12]1, predict the reactants needed to synthesize it. The reactants are: C(Cl)(=O)C(Cl)=O.CS(C)=O.[CH:11]1([CH:14]([OH:42])[C:15]2[C:39]([F:40])=[CH:38][C:18]([CH2:19][O:20][CH2:21][C@@H:22]3[CH2:24][C@@H:23]3[CH:25]3[CH2:30][CH2:29][N:28]([C:31]([O:33][C:34]([CH3:37])([CH3:36])[CH3:35])=[O:32])[CH2:27][CH2:26]3)=[CH:17][C:16]=2[F:41])[CH2:13][CH2:12]1.CCN(CC)CC.